This data is from Forward reaction prediction with 1.9M reactions from USPTO patents (1976-2016). The task is: Predict the product of the given reaction. (1) Given the reactants Br[CH2:2][C:3]1[CH:10]=[CH:9][C:6]([C:7]#[N:8])=[C:5]([O:11][CH3:12])[CH:4]=1.CO.[NH3:15].N.CO, predict the reaction product. The product is: [NH2:15][CH2:2][C:3]1[CH:10]=[CH:9][C:6]([C:7]#[N:8])=[C:5]([O:11][CH3:12])[CH:4]=1. (2) Given the reactants Br[C:2]1[CH:3]=[N:4][N:5]([C:18]2[CH:23]=[CH:22][C:21]([F:24])=[CH:20][CH:19]=2)[C:6]=1[C:7]1[CH:17]=[CH:16][C:10]2[O:11][CH2:12][C:13](=[O:15])[NH:14][C:9]=2[CH:8]=1.[CH2:25]([Li])CCC.IC.O, predict the reaction product. The product is: [F:24][C:21]1[CH:22]=[CH:23][C:18]([N:5]2[C:6]([C:7]3[CH:17]=[CH:16][C:10]4[O:11][CH2:12][C:13](=[O:15])[NH:14][C:9]=4[CH:8]=3)=[C:2]([CH3:25])[CH:3]=[N:4]2)=[CH:19][CH:20]=1. (3) Given the reactants [NH2:1][C:2]1[N:3]=[N:4][CH:5]=[C:6]([C:8]2[CH:13]=[CH:12][C:11]([OH:14])=[CH:10][CH:9]=2)[N:7]=1.CC(C)([O-])C.[K+].[CH3:21][NH:22][C:23]([C:25]1[CH:30]=[C:29](Cl)[CH:28]=[CH:27][N:26]=1)=[O:24].C([O-])([O-])=O.[K+].[K+], predict the reaction product. The product is: [NH2:1][C:2]1[N:3]=[N:4][CH:5]=[C:6]([C:8]2[CH:9]=[CH:10][C:11]([O:14][C:29]3[CH:28]=[CH:27][N:26]=[C:25]([C:23]([NH:22][CH3:21])=[O:24])[CH:30]=3)=[CH:12][CH:13]=2)[N:7]=1.